From a dataset of Antibody paratope prediction from SAbDab with 1,023 antibody chains. Token-level Classification. Given an antibody amino acid sequence, predict which amino acid positions are active in antigen binding. Output is a list of indices for active paratope positions. (1) Given the antibody sequence: VLLQQSGPELVKPGASVKIPCKASGYTFTDYNMDWVKQSHGKSLEWIGDINPNNGGTIYNQKFKGKATLTVDKSSSAAYMEVRSLTSEDTAVYYCARKPYYGNFAWFAYWGQGTLVTVSA, which amino acid positions are active in antigen binding (paratope)? The paratope positions are: [51, 82, 83, 84, 103, 104, 105, 106]. (2) Given the antibody sequence: QVKLQESGPAVIKPSQSLSLTCIVSGFSITRTNYCWHWIRQAPGKGLEWMGRICYEGSIYYSPSIKSRSTISRDTSLNKFFIQLISVTNEDTAMYYCSRENHMYETYFDVWGQGTTVTVSS, which amino acid positions are active in antigen binding (paratope)? The paratope positions are: [31, 32, 54, 84, 85, 86, 105, 106, 107]. (3) Given the antibody sequence: DVVMTQTPLTLSVTIGQPASISCKSSQSLLDSDGKTYLNWLLQRPGQSPKRLIYLVSKLDSGVPDRFTGSGSGTDFTLKISRVEAEDLGVYYCWQGTHFPLTFGAGTKLELK, which amino acid positions are active in antigen binding (paratope)? The paratope positions are: [30, 31, 32, 33, 34]. (4) Given the antibody sequence: EVNLQQSGTVLARPGASVRMSCKASGYSFTSYWLHWIKQRPGQGLEWIGGIYPGNRDTRYTQRFKDKAKLTAVTSANTAYMELSSLTNEDSAVYYCSIIYFDYADFIMDYWGQGTTVTVSS, which amino acid positions are active in antigen binding (paratope)? The paratope positions are: [52, 83, 84, 85, 104, 105, 106, 107]. (5) Given the antibody sequence: EVQLLEQSGAEVKRPGASVKVSCKASGYTFTSYAIHWVRQAPGQRLEWMGWINPGNGNAKYSQRFQGRVIISRDTSATTSYMELSSLTSEDTAVYSCARDRGFDLLTGHYLGLDPWGQGTLVTVSS, which amino acid positions are active in antigen binding (paratope)? The paratope positions are: [6, 53, 84, 85, 86, 105, 106, 107, 108, 109, 110, 111, 112].